Dataset: Catalyst prediction with 721,799 reactions and 888 catalyst types from USPTO. Task: Predict which catalyst facilitates the given reaction. (1) Reactant: [CH3:1][O:2][C:3](=[O:13])[CH2:4][C:5]1[CH:10]=[C:9]([OH:11])[CH:8]=[C:7]([OH:12])[CH:6]=1.C([O-])([O-])=O.[K+].[K+].[CH2:20](Br)[C:21]1[CH:26]=[CH:25][CH:24]=[CH:23][CH:22]=1. Product: [CH2:20]([O:11][C:9]1[CH:10]=[C:5]([CH2:4][C:3]([O:2][CH3:1])=[O:13])[CH:6]=[C:7]([OH:12])[CH:8]=1)[C:21]1[CH:26]=[CH:25][CH:24]=[CH:23][CH:22]=1. The catalyst class is: 23. (2) Reactant: C(OC([NH:8][CH2:9][C:10]([CH3:27])([CH3:26])[CH2:11][NH:12][S:13]([C:16]1[CH:25]=[CH:24][CH:23]=[C:22]2[C:17]=1[CH:18]=[CH:19][N:20]=[CH:21]2)(=[O:15])=[O:14])=O)(C)(C)C.Cl. Product: [CH:21]1[C:22]2[C:17](=[C:16]([S:13]([NH:12][CH2:11][C:10]([CH3:27])([CH3:26])[CH2:9][NH2:8])(=[O:14])=[O:15])[CH:25]=[CH:24][CH:23]=2)[CH:18]=[CH:19][N:20]=1. The catalyst class is: 5. (3) Reactant: [C:1]([O-:4])(=[S:3])[CH3:2].[K+].CS(O[CH2:11][CH2:12][CH:13]([NH:21][C:22]([O:24][C:25]([CH3:28])([CH3:27])[CH3:26])=[O:23])[C:14]1[CH:19]=[CH:18][C:17]([Cl:20])=[CH:16][CH:15]=1)(=O)=O. Product: [C:1](=[O:4])([S:3][CH2:11][CH2:12][CH:13]([NH:21][C:22]([O:24][C:25]([CH3:26])([CH3:28])[CH3:27])=[O:23])[C:14]1[CH:15]=[CH:16][C:17]([Cl:20])=[CH:18][CH:19]=1)[CH3:2]. The catalyst class is: 31. (4) Reactant: [CH:1]1([C:7]([NH2:9])=O)[CH2:6][CH2:5][CH2:4][CH2:3][CH2:2]1.COC1C=CC(P2(SP(C3C=CC(OC)=CC=3)(=S)S2)=[S:19])=CC=1. Product: [CH:1]1([C:7](=[S:19])[NH2:9])[CH2:6][CH2:5][CH2:4][CH2:3][CH2:2]1. The catalyst class is: 1. (5) Reactant: C1(C2CC2C(Cl)=O)C=CC=CC=1.[C:13]1([CH:19]2[CH2:21][CH:20]2[C:22]([N:24]=[C:25]=[S:26])=[O:23])[CH:18]=[CH:17][CH:16]=[CH:15][CH:14]=1.[Cl:27][C:28]1[CH:29]=[C:30]([CH:32]=[CH:33][C:34]=1[O:35][C:36]1[C:45]2[C:40](=[CH:41][C:42]([O:48][CH3:49])=[C:43]([O:46][CH3:47])[CH:44]=2)[N:39]=[CH:38][CH:37]=1)[NH2:31].C1(C)C=CC=CC=1. Product: [C:13]1([CH:19]2[CH2:21][CH:20]2[C:22]([N:24]=[C:25]=[S:26])=[O:23])[CH:18]=[CH:17][CH:16]=[CH:15][CH:14]=1.[Cl:27][C:28]1[CH:29]=[C:30]([NH:31][C:25]([NH:24][C:22]([CH:20]2[CH2:21][CH:19]2[C:13]2[CH:18]=[CH:17][CH:16]=[CH:15][CH:14]=2)=[O:23])=[S:26])[CH:32]=[CH:33][C:34]=1[O:35][C:36]1[C:45]2[C:40](=[CH:41][C:42]([O:48][CH3:49])=[C:43]([O:46][CH3:47])[CH:44]=2)[N:39]=[CH:38][CH:37]=1. The catalyst class is: 8. (6) Reactant: [C:1]([O:5][C:6]([N:8]1[CH2:13][CH2:12][CH:11](OS(C)(=O)=O)[CH2:10][CH2:9]1)=[O:7])([CH3:4])([CH3:3])[CH3:2].[F:19][C:20]1[CH:25]=[CH:24][C:23]([SH:26])=[CH:22][CH:21]=1.C(=O)([O-])[O-].[K+].[K+]. Product: [F:19][C:20]1[CH:25]=[CH:24][C:23]([S:26][CH:11]2[CH2:10][CH2:9][N:8]([C:6]([O:5][C:1]([CH3:2])([CH3:3])[CH3:4])=[O:7])[CH2:13][CH2:12]2)=[CH:22][CH:21]=1. The catalyst class is: 47. (7) Reactant: [H-].[Na+].O1CCCC1.[Cl:8][C:9]1[C:10]([CH3:15])=[N:11][O:12][C:13]=1[NH2:14].Cl[S:17]([C:20]1[CH:24]=[CH:23][S:22][C:21]=1[C:25]([O:27]C)=[O:26])(=[O:19])=[O:18]. Product: [Cl:8][C:9]1[C:10]([CH3:15])=[N:11][O:12][C:13]=1[NH:14][S:17]([C:20]1[CH:24]=[CH:23][S:22][C:21]=1[C:25]([OH:27])=[O:26])(=[O:18])=[O:19]. The catalyst class is: 81. (8) Reactant: [C:1]12[C:7](=[CH:8][CH:9]=[CH:10][CH:11]=1)[NH:6]C(=O)O[C:2]2=[O:3].[CH3:13][NH2:14]. Product: [NH2:6][C:7]1[CH:8]=[CH:9][CH:10]=[CH:11][C:1]=1[C:2]([NH:14][CH3:13])=[O:3]. The catalyst class is: 83. (9) Reactant: C([O-])(O)=O.[Na+:5].[O-]S([O-])=O.[Na+].[Na+].[CH3:12][S:13]([C:16]1[CH:21]=[CH:20][C:19]([S:22](Cl)(=[O:24])=[O:23])=[CH:18][CH:17]=1)(=[O:15])=[O:14]. Product: [CH3:12][S:13]([C:16]1[CH:17]=[CH:18][C:19]([S:22]([O-:24])=[O:23])=[CH:20][CH:21]=1)(=[O:15])=[O:14].[Na+:5]. The catalyst class is: 6. (10) Reactant: [C:1]([O:5][C:6]([N:8]1[CH2:13][CH2:12][N:11]([C:14]2[C:15](=[O:20])[NH:16][CH:17]=[CH:18][N:19]=2)[CH2:10][CH2:9]1)=[O:7])([CH3:4])([CH3:3])[CH3:2].CC([O-])(C)C.[K+].[F:27][C:28]1[CH:42]=[C:41]([F:43])[C:40]([F:44])=[CH:39][C:29]=1[O:30][CH2:31][CH2:32][CH2:33]OS(C)(=O)=O.O. Product: [F:27][C:28]1[CH:42]=[C:41]([F:43])[C:40]([F:44])=[CH:39][C:29]=1[O:30][CH2:31][CH2:32][CH2:33][N:16]1[CH:17]=[CH:18][N:19]=[C:14]([N:11]2[CH2:10][CH2:9][N:8]([C:6]([O:5][C:1]([CH3:4])([CH3:2])[CH3:3])=[O:7])[CH2:13][CH2:12]2)[C:15]1=[O:20]. The catalyst class is: 1.